Dataset: Catalyst prediction with 721,799 reactions and 888 catalyst types from USPTO. Task: Predict which catalyst facilitates the given reaction. Reactant: F[C:2]1[C:3]([CH3:15])=[C:4]([CH:8]=[CH:9][C:10]=1[C:11]([F:14])([F:13])[F:12])[C:5]([OH:7])=[O:6].[H-].[Na+].[CH2:18]([SH:20])[CH3:19].Cl. Product: [CH2:18]([S:20][C:2]1[C:3]([CH3:15])=[C:4]([CH:8]=[CH:9][C:10]=1[C:11]([F:14])([F:13])[F:12])[C:5]([OH:7])=[O:6])[CH3:19]. The catalyst class is: 9.